This data is from Forward reaction prediction with 1.9M reactions from USPTO patents (1976-2016). The task is: Predict the product of the given reaction. (1) Given the reactants [C:1]([O:4][C:5]1[CH:29]=[CH:28][C:8]([C:9]([NH:11][C:12]2[CH:13]=[C:14]([C:24]([O:26][CH3:27])=[O:25])[S:15][C:16]=2[NH:17][CH:18]2[CH2:23][CH2:22][CH2:21][CH2:20][CH2:19]2)=O)=[CH:7][CH:6]=1)(=[O:3])[CH3:2].COC1C=CC(P2(SP(C3C=CC(OC)=CC=3)(=S)S2)=[S:39])=CC=1.C(=O)([O-])O.[Na+], predict the reaction product. The product is: [C:1]([O:4][C:5]1[CH:29]=[CH:28][C:8]([C:9]([NH:11][C:12]2[CH:13]=[C:14]([C:24]([O:26][CH3:27])=[O:25])[S:15][C:16]=2[NH:17][CH:18]2[CH2:23][CH2:22][CH2:21][CH2:20][CH2:19]2)=[S:39])=[CH:7][CH:6]=1)(=[O:3])[CH3:2]. (2) The product is: [CH2:16]([O:15][C:13]1[CH:12]=[C:11]([C:23](=[O:25])[CH2:24][Br:26])[CH:10]=[C:9]([O:8][CH2:1][C:2]2[CH:3]=[CH:4][CH:5]=[CH:6][CH:7]=2)[CH:14]=1)[C:17]1[CH:18]=[CH:19][CH:20]=[CH:21][CH:22]=1. Given the reactants [CH2:1]([O:8][C:9]1[CH:10]=[C:11]([C:23](=[O:25])[CH3:24])[CH:12]=[C:13]([O:15][CH2:16][C:17]2[CH:22]=[CH:21][CH:20]=[CH:19][CH:18]=2)[CH:14]=1)[C:2]1[CH:7]=[CH:6][CH:5]=[CH:4][CH:3]=1.[Br-:26].[Br-].[Br-].C([N+](CCCC)(CCCC)CCCC)CCC.C([N+](CCCC)(CCCC)CCCC)CCC.C([N+](CCCC)(CCCC)CCCC)CCC, predict the reaction product. (3) The product is: [OH:53][C:42]1[C:43](=[O:52])[N:44]([CH2:46][CH2:47][CH2:48][C:49]([OH:51])=[O:50])[CH2:45][C:41]=1[C:39](=[O:40])[N:38]([C:9]1[C:18]2[C:13](=[CH:14][CH:15]=[CH:16][CH:17]=2)[CH:12]=[CH:11][CH:10]=1)[CH2:37][O:31][CH3:30]. Given the reactants COC(=O)C(O)=CC(=O)N(OC)C[C:9]1[C:18]2[C:13](=[CH:14][CH:15]=[CH:16][CH:17]=2)[CH:12]=[CH:11][CH:10]=1.C=O.NCCC[C:30](O)=[O:31].ClC1C=C(C=CC=1Cl)[CH2:37][N:38](OC)[C:39]([C:41]1[CH2:45][N:44]([CH2:46][CH2:47][CH2:48][C:49]([OH:51])=[O:50])[C:43](=[O:52])[C:42]=1[OH:53])=[O:40], predict the reaction product. (4) The product is: [CH:1]([O:4][C:5]1([C:8]2[CH:13]=[CH:12][C:11]([C:14]#[C:15][C:16]3[CH:17]=[CH:18][C:19]([C:20]([OH:22])=[O:21])=[CH:25][CH:26]=3)=[CH:10][C:9]=2[CH2:27][CH3:28])[CH2:6][CH2:7]1)([CH3:3])[CH3:2]. Given the reactants [CH:1]([O:4][C:5]1([C:8]2[CH:13]=[CH:12][C:11]([C:14]#[C:15][C:16]3[CH:26]=[CH:25][C:19]([C:20]([O:22]CC)=[O:21])=[CH:18][CH:17]=3)=[CH:10][C:9]=2[CH2:27][CH3:28])[CH2:7][CH2:6]1)([CH3:3])[CH3:2].[OH-].[Na+], predict the reaction product. (5) Given the reactants [NH2:1][CH:2]([CH:6]1[CH2:15][CH2:14][C:13]2[C:8](=[CH:9][CH:10]=[C:11]([CH2:16][CH2:17][CH2:18][CH2:19][CH2:20][CH2:21][CH2:22][CH3:23])[CH:12]=2)[CH2:7]1)[C:3](O)=[O:4].[H-].[Al+3].[Li+].[H-].[H-].[H-].[OH-].[Na+], predict the reaction product. The product is: [NH2:1][CH:2]([CH:6]1[CH2:15][CH2:14][C:13]2[C:8](=[CH:9][CH:10]=[C:11]([CH2:16][CH2:17][CH2:18][CH2:19][CH2:20][CH2:21][CH2:22][CH3:23])[CH:12]=2)[CH2:7]1)[CH2:3][OH:4]. (6) Given the reactants [Br:1][C:2]1[CH:3]=[C:4]([CH3:11])[C:5]([C:8]([OH:10])=[O:9])=[N:6][CH:7]=1.[C:12](=O)([O-])[O-].[K+].[K+].CI, predict the reaction product. The product is: [Br:1][C:2]1[CH:3]=[C:4]([CH3:11])[C:5]([C:8]([O:10][CH3:12])=[O:9])=[N:6][CH:7]=1.